This data is from Catalyst prediction with 721,799 reactions and 888 catalyst types from USPTO. The task is: Predict which catalyst facilitates the given reaction. (1) The catalyst class is: 709. Product: [CH3:1][NH:2][C@@H:3]1[C:8]2[CH:9]=[CH:10][CH:11]=[CH:12][C:7]=2[C@H:6]([C:13]2[CH:14]=[CH:15][C:16]([Cl:20])=[C:17]([Cl:19])[CH:18]=2)[CH2:5][CH2:4]1.[ClH:21]. Reactant: [CH3:1][NH:2][C@@H:3]1[C:8]2[CH:9]=[CH:10][CH:11]=[CH:12][C:7]=2[C@H:6]([C:13]2[CH:14]=[CH:15][C:16]([Cl:20])=[C:17]([Cl:19])[CH:18]=2)[CH2:5][CH2:4]1.[ClH:21]. (2) Reactant: [CH3:1][C:2]1[N:3]([CH2:26][C:27]([O:29]CC)=[O:28])[C:4]2[C:9]([C:10]=1[C:11]1[C:20]3[C:15](=[C:16]([C:21]([F:24])([F:23])[F:22])[CH:17]=[CH:18][CH:19]=3)[N:14]=[CH:13][CH:12]=1)=[CH:8][C:7]([CH3:25])=[CH:6][CH:5]=2.[OH-].[Na+]. Product: [CH3:1][C:2]1[N:3]([CH2:26][C:27]([OH:29])=[O:28])[C:4]2[C:9]([C:10]=1[C:11]1[C:20]3[C:15](=[C:16]([C:21]([F:22])([F:23])[F:24])[CH:17]=[CH:18][CH:19]=3)[N:14]=[CH:13][CH:12]=1)=[CH:8][C:7]([CH3:25])=[CH:6][CH:5]=2. The catalyst class is: 36. (3) Reactant: [Cl:1][CH:2]([Cl:10])[C:3](=O)[CH:4]=[CH:5]OCC.[CH3:11][NH:12][NH2:13]. Product: [Cl:1][CH:2]([Cl:10])[C:3]1[CH:4]=[CH:5][N:12]([CH3:11])[N:13]=1. The catalyst class is: 7. (4) Reactant: [CH3:1][S:2](Cl)(=[O:4])=[O:3].[Cl:6][C:7]1[C:8]([C:13]2[CH:14]=[C:15]([CH:17]=[C:18]([C:20]3[NH:28][C:23]4=[N:24][CH:25]=[CH:26][CH:27]=[C:22]4[N:21]=3)[CH:19]=2)[NH2:16])=[N:9][CH:10]=[CH:11][CH:12]=1.CCN(CC)CC.[NH4+].[Cl-]. Product: [Cl:6][C:7]1[C:8]([C:13]2[CH:14]=[C:15]([NH:16][S:2]([CH3:1])(=[O:4])=[O:3])[CH:17]=[C:18]([C:20]3[NH:28][C:23]4=[N:24][CH:25]=[CH:26][CH:27]=[C:22]4[N:21]=3)[CH:19]=2)=[N:9][CH:10]=[CH:11][CH:12]=1. The catalyst class is: 2. (5) Reactant: [C:1](=[S:11])([S:3][CH2:4][CH2:5][C:6]([F:10])=[C:7]([F:9])[F:8])[NH2:2].[CH2:12](OC(OCC)CCl)[CH3:13].O.C1(C)C=CC(S(O)(=O)=O)=CC=1. Product: [F:10][C:6](=[C:7]([F:9])[F:8])[CH2:5][CH2:4][S:3][C:1]1[S:11][CH:12]=[CH:13][N:2]=1. The catalyst class is: 15. (6) Reactant: [CH3:1][O:2][C:3](=[O:13])[C:4]1[CH:9]=[C:8]([OH:10])[C:7]([Cl:11])=[C:6]([OH:12])[CH:5]=1.[C:14](=O)([O-])[O-].[K+].[K+].IC. The catalyst class is: 3. Product: [CH3:1][O:2][C:3](=[O:13])[C:4]1[CH:9]=[C:8]([O:10][CH3:14])[C:7]([Cl:11])=[C:6]([OH:12])[CH:5]=1. (7) Reactant: CC(C)([O-])C.[K+].O[C@@:8]([CH3:37])([CH2:21][O:22][C:23]1[CH:28]=[CH:27][CH:26]=[C:25]([C:29]2[C:33]3[S:34][CH:35]=[CH:36][C:32]=3[O:31][N:30]=2)[CH:24]=1)[CH2:9][O:10]S(C1C=CC(C)=CC=1)(=O)=O.C. Product: [CH3:37][C@:8]1([CH2:21][O:22][C:23]2[CH:24]=[C:25]([C:29]3[C:33]4[S:34][CH:35]=[CH:36][C:32]=4[O:31][N:30]=3)[CH:26]=[CH:27][CH:28]=2)[CH2:9][O:10]1. The catalyst class is: 7.